Task: Predict the product of the given reaction.. Dataset: Forward reaction prediction with 1.9M reactions from USPTO patents (1976-2016) (1) Given the reactants N#N.[Br:3][C:4]1[N:8]2[N:9]=[C:10]([N:13]3[CH2:18][CH2:17][NH:16][CH2:15][CH2:14]3)[CH:11]=[CH:12][C:7]2=[N:6][CH:5]=1.C1(N)C(F)=C(F)C(F)=C(N)C=1F.Cl.Cl.[CH3:33][C:34]([CH3:40])([CH3:39])[CH2:35][C:36](Cl)=[O:37].CCN(C(C)C)C(C)C, predict the reaction product. The product is: [Br:3][C:4]1[N:8]2[N:9]=[C:10]([N:13]3[CH2:14][CH2:15][N:16]([C:36](=[O:37])[CH2:35][C:34]([CH3:40])([CH3:39])[CH3:33])[CH2:17][CH2:18]3)[CH:11]=[CH:12][C:7]2=[N:6][CH:5]=1. (2) Given the reactants [C:1]([O:5][C:6]([N:8]1[CH2:13][CH2:12][CH:11]([C:14]2[C:19]([CH:20]3[CH2:23][NH:22][CH2:21]3)=[N:18][CH:17]=[CH:16][N:15]=2)[CH2:10][CH2:9]1)=[O:7])([CH3:4])([CH3:3])[CH3:2].Cl[C:25]1[CH:34]=[CH:33][C:32]2[C:27](=[CH:28][CH:29]=[CH:30][CH:31]=2)[N:26]=1.C([O-])([O-])=O.[Cs+].[Cs+], predict the reaction product. The product is: [C:1]([O:5][C:6]([N:8]1[CH2:13][CH2:12][CH:11]([C:14]2[C:19]([CH:20]3[CH2:21][N:22]([C:25]4[CH:34]=[CH:33][C:32]5[C:27](=[CH:28][CH:29]=[CH:30][CH:31]=5)[N:26]=4)[CH2:23]3)=[N:18][CH:17]=[CH:16][N:15]=2)[CH2:10][CH2:9]1)=[O:7])([CH3:4])([CH3:2])[CH3:3]. (3) Given the reactants C(OC([N:8]1[CH:13]([CH3:14])[CH2:12][N:11]([C:15](=[O:30])[C:16]2[CH:21]=[CH:20][C:19]([C:22]3[CH:23]=[N:24][C:25]([NH2:29])=[C:26]([OH:28])[CH:27]=3)=[CH:18][CH:17]=2)[CH2:10][CH:9]1[CH3:31])=O)(C)(C)C.Br[CH:33]([C:35]1[CH:40]=[CH:39][CH:38]=[C:37]([C:41]([F:44])([F:43])[F:42])[CH:36]=1)[CH3:34].[H-].[Na+], predict the reaction product. The product is: [NH2:29][C:25]1[N:24]=[CH:23][C:22]([C:19]2[CH:20]=[CH:21][C:16]([C:15]([N:11]3[CH2:12][CH:13]([CH3:14])[NH:8][CH:9]([CH3:31])[CH2:10]3)=[O:30])=[CH:17][CH:18]=2)=[CH:27][C:26]=1[O:28][CH:33]([C:35]1[CH:40]=[CH:39][CH:38]=[C:37]([C:41]([F:42])([F:43])[F:44])[CH:36]=1)[CH3:34]. (4) Given the reactants [O:1]1[CH2:6][CH2:5][N:4]([CH2:7][CH2:8][CH2:9][OH:10])[CH2:3][CH2:2]1.[CH:11]([NH:14][C:15]([C@H:17]1[CH2:22][CH2:21][C@@H:20]([NH:23][C:24]2[C:29]([N+:30]([O-:32])=[O:31])=[CH:28][N:27]=[C:26](OCCOC)[CH:25]=2)[CH2:19][CH2:18]1)=[O:16])([CH3:13])[CH3:12], predict the reaction product. The product is: [CH:11]([NH:14][C:15]([C@H:17]1[CH2:18][CH2:19][C@@H:20]([NH:23][C:24]2[C:29]([N+:30]([O-:32])=[O:31])=[CH:28][N:27]=[C:26]([O:10][CH2:9][CH2:8][CH2:7][N:4]3[CH2:5][CH2:6][O:1][CH2:2][CH2:3]3)[CH:25]=2)[CH2:21][CH2:22]1)=[O:16])([CH3:13])[CH3:12]. (5) Given the reactants [CH2:1]([NH2:5])[CH2:2][CH2:3][CH3:4].[OH:6][CH2:7][C@H:8]1[O:13][C:12]([CH3:15])([CH3:14])[O:11][C@@H:10]([CH2:16][C:17](OC)=[O:18])[CH2:9]1, predict the reaction product. The product is: [CH2:1]([NH:5][C:17](=[O:18])[CH2:16][C@H:10]1[CH2:9][C@@H:8]([CH2:7][OH:6])[O:13][C:12]([CH3:14])([CH3:15])[O:11]1)[CH2:2][CH2:3][CH3:4]. (6) The product is: [CH:22]([C:4]1[N:3]=[C:2]([OH:1])[C:7]([C:8]([NH:10][CH2:11][C:12]2[C:21]3[C:16](=[CH:17][CH:18]=[CH:19][CH:20]=3)[CH:15]=[CH:14][CH:13]=2)=[O:9])=[CH:6][N:5]=1)=[O:23]. Given the reactants [OH:1][C:2]1[C:7]([C:8]([NH:10][CH2:11][C:12]2[C:21]3[C:16](=[CH:17][CH:18]=[CH:19][CH:20]=3)[CH:15]=[CH:14][CH:13]=2)=[O:9])=[CH:6][N:5]=[C:4]([CH2:22][OH:23])[N:3]=1, predict the reaction product. (7) Given the reactants P(Br)(Br)[Br:2].[C:5]([S:9][C:10]1[CH:15]=[CH:14][C:13]([C:16]2[CH:21]=[CH:20][C:19]([CH2:22]O)=[CH:18][CH:17]=2)=[CH:12][CH:11]=1)([CH3:8])([CH3:7])[CH3:6].CO, predict the reaction product. The product is: [C:5]([S:9][C:10]1[CH:15]=[CH:14][C:13]([C:16]2[CH:21]=[CH:20][C:19]([CH2:22][Br:2])=[CH:18][CH:17]=2)=[CH:12][CH:11]=1)([CH3:8])([CH3:7])[CH3:6].